This data is from Full USPTO retrosynthesis dataset with 1.9M reactions from patents (1976-2016). The task is: Predict the reactants needed to synthesize the given product. (1) Given the product [CH3:28][N:26]([CH3:27])[C:25]([C:7]1[N:6]([CH:1]2[CH2:2][CH2:3][CH2:4][CH2:5]2)[C:10]2[N:11]=[C:12]([NH:15][C:16]3[CH:24]=[CH:23][C:19]([C:20](=[O:21])[N:31]([CH2:32][CH2:33][NH2:34])[CH3:30])=[CH:18][N:17]=3)[N:13]=[CH:14][C:9]=2[CH:8]=1)=[O:29], predict the reactants needed to synthesize it. The reactants are: [CH:1]1([N:6]2[C:10]3[N:11]=[C:12]([NH:15][C:16]4[CH:24]=[CH:23][C:19]([C:20](O)=[O:21])=[CH:18][N:17]=4)[N:13]=[CH:14][C:9]=3[CH:8]=[C:7]2[C:25](=[O:29])[N:26]([CH3:28])[CH3:27])[CH2:5][CH2:4][CH2:3][CH2:2]1.[CH3:30][NH:31][CH2:32][CH2:33][NH:34]C(=O)O.CN(C(ON1N=NC2C=CC=CC1=2)=[N+](C)C)C.F[P-](F)(F)(F)(F)F.CCN(C(C)C)C(C)C. (2) Given the product [CH3:11][NH:10][C:8](=[O:9])[C:5]1[CH:6]=[CH:7][C:2]([C:13]#[C:12][Si:14]([CH3:17])([CH3:16])[CH3:15])=[CH:3][CH:4]=1, predict the reactants needed to synthesize it. The reactants are: I[C:2]1[CH:7]=[CH:6][C:5]([C:8]([NH:10][CH3:11])=[O:9])=[CH:4][CH:3]=1.[C:12]([Si:14]([CH3:17])([CH3:16])[CH3:15])#[CH:13].CCN(CC)CC.